This data is from Reaction yield outcomes from USPTO patents with 853,638 reactions. The task is: Predict the reaction yield, written as a fraction of the theoretical maximum amount of product (1.0 means a 100% yield; for example, 0.34 means a 34% yield). (1) The yield is 0.490. The catalyst is O1CCCC1. The product is [Cl:1][C:2]1[C:3]([O:12][C:13]2[CH:18]=[C:17]([O:19][CH:31]([CH2:32][O:33][CH2:34][CH3:35])[CH2:30][O:29][CH2:27][CH3:28])[CH:16]=[CH:15][C:14]=2/[CH:20]=[CH:21]/[C:22]([O:24][CH2:25][CH3:26])=[O:23])=[N:4][CH:5]=[C:6]([C:8]([F:9])([F:11])[F:10])[CH:7]=1. The reactants are [Cl:1][C:2]1[C:3]([O:12][C:13]2[CH:18]=[C:17]([OH:19])[CH:16]=[CH:15][C:14]=2/[CH:20]=[CH:21]/[C:22]([O:24][CH2:25][CH3:26])=[O:23])=[N:4][CH:5]=[C:6]([C:8]([F:11])([F:10])[F:9])[CH:7]=1.[CH2:27]([O:29][CH2:30][CH:31](O)[CH2:32][O:33][CH2:34][CH3:35])[CH3:28].C(P(CCCC)CCCC)CCC.N(C(N1CCCCC1)=O)=NC(N1CCCCC1)=O. (2) The reactants are [CH2:1]([N:8]([CH2:18][CH2:19][CH2:20][N:21]([CH2:31][C:32]1[CH:37]=[CH:36][CH:35]=[CH:34][CH:33]=1)[C:22]([O:24][CH2:25][C:26]1[S:30][CH:29]=[N:28][CH:27]=1)=[O:23])[C:9](=[O:17])[O:10][CH2:11][C:12]1[S:16][CH:15]=[N:14][CH:13]=1)[C:2]1[CH:7]=[CH:6][CH:5]=[CH:4][CH:3]=1.[H-].[Na+].[C:40](C1C=CC(CBr)=CC=1)([CH3:43])([CH3:42])[CH3:41]. No catalyst specified. The product is [C:40]([C:35]1[CH:34]=[CH:33][C:32]([CH2:31][N:21]([CH2:20][CH2:19][CH2:18][N:8]([CH2:1][C:2]2[CH:7]=[CH:6][C:5]([C:2]([CH3:7])([CH3:3])[CH3:1])=[CH:4][CH:3]=2)[C:9]([O:10][CH2:11][C:12]2[S:16][CH:15]=[N:14][CH:13]=2)=[O:17])[C:22](=[O:23])[O:24][CH2:25][C:26]2[S:30][CH:29]=[N:28][CH:27]=2)=[CH:37][CH:36]=1)([CH3:43])([CH3:42])[CH3:41]. The yield is 0.320. (3) The catalyst is CN(C)C=O.Cl[Pd](Cl)([P](C1C=CC=CC=1)(C1C=CC=CC=1)C1C=CC=CC=1)[P](C1C=CC=CC=1)(C1C=CC=CC=1)C1C=CC=CC=1. The reactants are [CH:1]([N:4]1[C:9]2=[N:10][C:11]([Sn](C)(C)C)=[CH:12][N:13]=[C:8]2[NH:7][CH2:6][C:5]1=[O:18])([CH3:3])[CH3:2].Br[C:20]1[C:25]([CH3:26])=[CH:24][C:23]([C:27]2[N:31]=[CH:30][N:29]([CH:32]3[CH2:37][CH2:36][CH2:35][CH2:34][O:33]3)[N:28]=2)=[C:22]([F:38])[CH:21]=1. The yield is 0.520. The product is [F:38][C:22]1[C:23]([C:27]2[N:31]=[CH:30][N:29]([CH:32]3[CH2:37][CH2:36][CH2:35][CH2:34][O:33]3)[N:28]=2)=[CH:24][C:25]([CH3:26])=[C:20]([C:11]2[N:10]=[C:9]3[N:4]([CH:1]([CH3:3])[CH3:2])[C:5](=[O:18])[CH2:6][NH:7][C:8]3=[N:13][CH:12]=2)[CH:21]=1. (4) The reactants are [Cl:1][C:2]1[CH:10]=[CH:9][C:8]([NH:11][C:12]([CH:14]2[CH2:16][CH2:15]2)=[O:13])=[C:7]2[C:3]=1[CH2:4][N:5]([CH:18]([C:23]1[CH:28]=[CH:27][C:26]([O:29][CH:30]([F:32])[F:31])=[C:25]([O:33][CH2:34][CH3:35])[CH:24]=1)[CH2:19][C:20]([OH:22])=O)[C:6]2=[O:17].C1N=C[N:38](C(N2C=NC=C2)=O)C=1.[NH4+].[OH-]. The catalyst is C1COCC1. The product is [C:20]([CH2:19][CH:18]([N:5]1[C:6](=[O:17])[C:7]2[C:3](=[C:2]([Cl:1])[CH:10]=[CH:9][C:8]=2[NH:11][C:12]([CH:14]2[CH2:15][CH2:16]2)=[O:13])[CH2:4]1)[C:23]1[CH:28]=[CH:27][C:26]([O:29][CH:30]([F:31])[F:32])=[C:25]([O:33][CH2:34][CH3:35])[CH:24]=1)(=[O:22])[NH2:38]. The yield is 0.200. (5) The reactants are [N+:1]([O-:4])(O)=[O:2].OS(O)(=O)=O.[S:10]1[C:14]2[CH:15]=[CH:16][CH:17]=[CH:18][C:13]=2[N:12]=[CH:11]1. No catalyst specified. The product is [N+:1]([C:16]1[CH:17]=[CH:18][C:13]2[N:12]=[CH:11][S:10][C:14]=2[CH:15]=1)([O-:4])=[O:2]. The yield is 0.790. (6) The reactants are [Br:1][C:2]1[CH:11]=[C:10]2[C:5]([C:6]([CH3:16])([CH3:15])[CH2:7][CH:8]([CH:13]=[O:14])[C:9]2=[O:12])=[CH:4][CH:3]=1.[CH3:17][C:18]([CH:20]=[CH2:21])=[O:19]. The catalyst is C(N(CC)CC)C.C(OCC)C. The product is [Br:1][C:2]1[CH:11]=[C:10]2[C:5]([C:6]([CH3:16])([CH3:15])[CH2:7][C:8]([CH:13]=[O:14])([CH2:21][CH2:20][C:18](=[O:19])[CH3:17])[C:9]2=[O:12])=[CH:4][CH:3]=1. The yield is 0.870. (7) The reactants are [C:1]1([S:7]([N:10]2[C:14]3=[N:15][CH:16]=[C:17]([S:19]([CH2:21][CH3:22])=[O:20])[CH:18]=[C:13]3[CH:12]=[C:11]2[C:23](OS(C2C=CC(C)=CC=2)(=O)=O)=[CH:24][CH:25]2[CH2:29][CH2:28][CH2:27][CH2:26]2)(=[O:9])=[O:8])[CH:6]=[CH:5][CH:4]=[CH:3][CH:2]=1.[CH3:41][S:42]([C:45]1[CH:50]=[CH:49][C:48](B(O)O)=[CH:47][CH:46]=1)(=[O:44])=[O:43].C(=O)([O-])[O-].[Na+].[Na+]. The catalyst is O1CCOCC1.C(OCC)(=O)C.Cl[Pd](Cl)([P](C1C=CC=CC=1)(C1C=CC=CC=1)C1C=CC=CC=1)[P](C1C=CC=CC=1)(C1C=CC=CC=1)C1C=CC=CC=1. The product is [C:1]1([S:7]([N:10]2[C:14]3=[N:15][CH:16]=[C:17]([S:19]([CH2:21][CH3:22])=[O:20])[CH:18]=[C:13]3[CH:12]=[C:11]2[C:23]([C:48]2[CH:49]=[CH:50][C:45]([S:42]([CH3:41])(=[O:44])=[O:43])=[CH:46][CH:47]=2)=[CH:24][CH:25]2[CH2:26][CH2:27][CH2:28][CH2:29]2)(=[O:9])=[O:8])[CH:2]=[CH:3][CH:4]=[CH:5][CH:6]=1. The yield is 0.720.